From a dataset of Catalyst prediction with 721,799 reactions and 888 catalyst types from USPTO. Predict which catalyst facilitates the given reaction. (1) Reactant: [CH2:1]([O:3][C:4](=[O:21])[C:5]1[CH:13]=[C:12]([C:14](=[O:20])[N:15]([CH3:19])[CH2:16][CH2:17][CH3:18])[CH:11]=[C:7]([C:8]([OH:10])=O)[CH:6]=1)[CH3:2].O[N:23]1[C:27]2C=CC=C[C:26]=2N=N1.C(N)C. Product: [CH2:1]([O:3][C:4](=[O:21])[C:5]1[CH:13]=[C:12]([C:14](=[O:20])[N:15]([CH3:19])[CH2:16][CH2:17][CH3:18])[CH:11]=[C:7]([C:8](=[O:10])[NH:23][CH2:27][CH3:26])[CH:6]=1)[CH3:2]. The catalyst class is: 174. (2) The catalyst class is: 1. Product: [C:24]([C:21]1[CH:20]=[CH:19][C:18]([CH2:17][CH:4]([CH2:1][OH:2])[CH2:5][CH2:6][C:7]2[CH:8]=[CH:9][C:10]([C:11]([O:13][CH3:14])=[O:12])=[CH:15][CH:16]=2)=[CH:23][CH:22]=1)#[N:25]. Reactant: [C:1]([CH:4]([CH2:17][C:18]1[CH:23]=[CH:22][C:21]([C:24]#[N:25])=[CH:20][CH:19]=1)[CH2:5][CH2:6][C:7]1[CH:16]=[CH:15][C:10]([C:11]([O:13][CH3:14])=[O:12])=[CH:9][CH:8]=1)(O)=[O:2].C(=O)(O)[O-].[Na+]. (3) Reactant: CO.C(OC(=O)[N:9]([CH2:34][C:35]1[CH:44]=[CH:43][C:38]2[O:39][CH2:40][CH2:41][O:42][C:37]=2[CH:36]=1)[CH:10]1[CH2:15][CH2:14][N:13]([CH2:16][CH2:17][N:18]2[C:27]3[C:22](=[CH:23][CH:24]=[C:25]([C:28]([NH:30][CH3:31])=[O:29])[CH:26]=3)[C:21]([CH3:32])=[CH:20][C:19]2=[O:33])[CH2:12][CH2:11]1)(C)(C)C.[ClH:46].C(OCC)(=O)C. Product: [ClH:46].[O:39]1[C:38]2[CH:43]=[CH:44][C:35]([CH2:34][NH:9][CH:10]3[CH2:15][CH2:14][N:13]([CH2:16][CH2:17][N:18]4[C:27]5[C:22](=[CH:23][CH:24]=[C:25]([C:28]([NH:30][CH3:31])=[O:29])[CH:26]=5)[C:21]([CH3:32])=[CH:20][C:19]4=[O:33])[CH2:12][CH2:11]3)=[CH:36][C:37]=2[O:42][CH2:41][CH2:40]1. The catalyst class is: 13. (4) Reactant: [C:1]([OH:4])(=O)[CH3:2].C(N1C=CN=C1)(N1C=CN=C1)=O.[F:17][C:18]1[CH:23]=[CH:22][C:21]([CH:24]2[N:28]([S:29]([C:32]3[CH:37]=[CH:36][C:35]([CH3:38])=[CH:34][CH:33]=3)(=[O:31])=[O:30])[CH:27]([C:39]([NH:41]O)=[NH:40])[CH2:26][CH2:25]2)=[CH:20][CH:19]=1. Product: [F:17][C:18]1[CH:23]=[CH:22][C:21]([CH:24]2[N:28]([S:29]([C:32]3[CH:37]=[CH:36][C:35]([CH3:38])=[CH:34][CH:33]=3)(=[O:31])=[O:30])[CH:27]([C:39]3[N:40]=[C:1]([CH3:2])[O:4][N:41]=3)[CH2:26][CH2:25]2)=[CH:20][CH:19]=1. The catalyst class is: 3.